Dataset: M1 muscarinic receptor agonist screen with 61,833 compounds. Task: Binary Classification. Given a drug SMILES string, predict its activity (active/inactive) in a high-throughput screening assay against a specified biological target. (1) The result is 0 (inactive). The molecule is S(=O)(=O)(N1CCC(CC1)C(=O)NC1CCN(CC1)C(OCC)=O)N1CCC(CC1)C. (2) The drug is S(CC(=O)N1CCCCC1)c1nc2oc(c(c2c(n1)N)C)C. The result is 0 (inactive). (3) The molecule is o1c(nnc1C(OCC)=O)c1ccccc1. The result is 0 (inactive).